This data is from Full USPTO retrosynthesis dataset with 1.9M reactions from patents (1976-2016). The task is: Predict the reactants needed to synthesize the given product. (1) Given the product [CH3:14][NH:15][C:5](=[O:6])[C:4]1[CH:8]=[CH:9][CH:10]=[CH:11][C:3]=1[C:2]([F:13])([F:12])[F:1], predict the reactants needed to synthesize it. The reactants are: [F:1][C:2]([F:13])([F:12])[C:3]1[CH:11]=[CH:10][CH:9]=[CH:8][C:4]=1[C:5](Cl)=[O:6].[CH3:14][NH2:15]. (2) Given the product [Cl:9][C:8]1[C:7]([Cl:10])=[CH:6][CH:5]=[C:4]([Cl:11])[C:3]=1[CH2:2][S:12][C:13]1[N:18]=[C:17]([OH:19])[CH:16]=[CH:15][N:14]=1, predict the reactants needed to synthesize it. The reactants are: Br[CH2:2][C:3]1[C:8]([Cl:9])=[C:7]([Cl:10])[CH:6]=[CH:5][C:4]=1[Cl:11].[SH:12][C:13]1[N:18]=[C:17]([OH:19])[CH:16]=[CH:15][N:14]=1. (3) Given the product [CH2:1]([C:3]1[C:25]([F:26])=[C:24]([S:27]([CH3:30])(=[O:29])=[O:28])[CH:23]=[CH:22][C:4]=1[C:5]([N:7]1[CH2:13][C:12]2[CH:14]=[C:15]([C:18]([OH:20])=[O:19])[CH:16]=[CH:17][C:11]=2[O:10][CH2:9][CH2:8]1)=[O:6])[CH3:2], predict the reactants needed to synthesize it. The reactants are: [CH2:1]([C:3]1[C:25]([F:26])=[C:24]([S:27]([CH3:30])(=[O:29])=[O:28])[CH:23]=[CH:22][C:4]=1[C:5]([N:7]1[CH2:13][C:12]2[CH:14]=[C:15]([C:18]([O:20]C)=[O:19])[CH:16]=[CH:17][C:11]=2[O:10][CH2:9][CH2:8]1)=[O:6])[CH3:2].[OH-].[K+]. (4) The reactants are: [CH3:1][N:2]1[CH2:5][CH:4]([N:6]2[C:15]3[C:10](=[CH:11][C:12]([C:16]4[CH:17]=[N:18][C:19]([NH:31][C:32]([NH:34][CH2:35][CH2:36][CH3:37])=[O:33])=[CH:20][C:21]=4[C:22]4[S:23][CH:24]=[C:25]([C:27]([F:30])([F:29])[F:28])[N:26]=4)=[CH:13][CH:14]=3)[C:9](=[O:38])[C:8]([C:39]([O:41]CC)=[O:40])=[CH:7]2)[CH2:3]1.[OH-].[Li+]. Given the product [CH3:5][N:2]([CH3:1])[CH2:3][CH2:4][N:6]1[C:15]2[C:10](=[CH:11][C:12]([C:16]3[CH:17]=[N:18][C:19]([NH:31][C:32]([NH:34][CH2:35][CH2:36][CH3:37])=[O:33])=[CH:20][C:21]=3[C:22]3[S:23][CH:24]=[C:25]([C:27]([F:30])([F:28])[F:29])[N:26]=3)=[CH:13][CH:14]=2)[C:9](=[O:38])[C:8]([C:39]([OH:41])=[O:40])=[CH:7]1, predict the reactants needed to synthesize it. (5) Given the product [Cl:1][C:2]1[CH:3]=[C:4]([C:9]2[O:15][C:12](/[CH:13]=[CH:19]/[NH2:16])=[CH:11][CH:10]=2)[CH:5]=[CH:6][C:7]=1[Cl:8], predict the reactants needed to synthesize it. The reactants are: [Cl:1][C:2]1[CH:3]=[C:4]([C:9]2[O:15][C:12]([CH:13]=O)=[CH:11][CH:10]=2)[CH:5]=[CH:6][C:7]=1[Cl:8].[N+:16]([CH3:19])([O-])=O.C([O-])(=O)C.[NH4+].